The task is: Predict the reaction yield, written as a fraction of the theoretical maximum amount of product (1.0 means a 100% yield; for example, 0.34 means a 34% yield).. This data is from Reaction yield outcomes from USPTO patents with 853,638 reactions. (1) The reactants are [C:1]([N:8]1[CH2:13][CH2:12][C:11](=O)[CH2:10][CH2:9]1)([O:3][C:4]([CH3:7])([CH3:6])[CH3:5])=[O:2].[N:15]1[C:24]2[CH:23]([NH2:25])[CH2:22][CH2:21][CH2:20][C:19]=2[CH:18]=[CH:17][CH:16]=1.C(O[BH-](OC(=O)C)OC(=O)C)(=O)C.[Na+].C(O)(=O)C. The catalyst is C1COCC1. The product is [C:4]([O:3][C:1]([N:8]1[CH2:13][CH2:12][CH:11]([NH:25][CH:23]2[C:24]3[N:15]=[CH:16][CH:17]=[CH:18][C:19]=3[CH2:20][CH2:21][CH2:22]2)[CH2:10][CH2:9]1)=[O:2])([CH3:7])([CH3:6])[CH3:5]. The yield is 0.980. (2) The reactants are [Br:1][C:2]1[CH:6]=[N:5][N:4]([CH3:7])[C:3]=1[C:8]1[CH:9]=[C:10]([NH2:16])[CH:11]=[CH:12][C:13]=1[O:14][CH3:15].[Cl:17][C:18]1[CH:19]=[C:20]([N:24]=[C:25]=[O:26])[CH:21]=[CH:22][CH:23]=1. The catalyst is C(Cl)Cl. The product is [Br:1][C:2]1[CH:6]=[N:5][N:4]([CH3:7])[C:3]=1[C:8]1[CH:9]=[C:10]([NH:16][C:25]([NH:24][C:20]2[CH:21]=[CH:22][CH:23]=[C:18]([Cl:17])[CH:19]=2)=[O:26])[CH:11]=[CH:12][C:13]=1[O:14][CH3:15]. The yield is 0.920.